Dataset: Full USPTO retrosynthesis dataset with 1.9M reactions from patents (1976-2016). Task: Predict the reactants needed to synthesize the given product. (1) Given the product [Br:9][C:10]1[CH:11]=[C:12]([CH2:13][CH:1]([NH2:8])[C:2]2[CH:7]=[CH:6][CH:5]=[CH:4][CH:3]=2)[CH:16]=[CH:17][CH:18]=1, predict the reactants needed to synthesize it. The reactants are: [C:1](#[N:8])[C:2]1[CH:7]=[CH:6][CH:5]=[CH:4][CH:3]=1.[Br:9][C:10]1[CH:11]=[C:12]([CH:16]=[CH:17][CH:18]=1)[CH2:13][Mg]Br.[H-].[Al+3].[Li+].[H-].[H-].[H-]. (2) The reactants are: [CH3:1][S:2]([CH2:5][CH2:6][CH2:7][O:8][C:9]1[CH:14]=[CH:13][C:12]([C:15]2[CH:20]=[CH:19][CH:18]=[C:17]([CH2:21][O:22][C:23]3[CH:28]=[CH:27][C:26]([C:29]4([CH2:33][C:34]([O:36]CC)=[O:35])[CH2:32][O:31][CH2:30]4)=[CH:25][CH:24]=3)[CH:16]=2)=[CH:11][C:10]=1[C:39]([F:42])([F:41])[F:40])(=[O:4])=[O:3]. Given the product [CH3:1][S:2]([CH2:5][CH2:6][CH2:7][O:8][C:9]1[CH:14]=[CH:13][C:12]([C:15]2[CH:20]=[CH:19][CH:18]=[C:17]([CH2:21][O:22][C:23]3[CH:28]=[CH:27][C:26]([C:29]4([CH2:33][C:34]([OH:36])=[O:35])[CH2:30][O:31][CH2:32]4)=[CH:25][CH:24]=3)[CH:16]=2)=[CH:11][C:10]=1[C:39]([F:40])([F:42])[F:41])(=[O:4])=[O:3], predict the reactants needed to synthesize it. (3) Given the product [CH2:18]([O:1][C:2]1[CH:3]=[C:4]([CH:8]=[CH:9][C:10]=1[CH3:11])[C:5]([O:7][CH2:5][C:4]1[CH:8]=[CH:9][CH:10]=[CH:2][CH:3]=1)=[O:6])[C:19]1[CH:24]=[CH:23][CH:22]=[CH:21][CH:20]=1, predict the reactants needed to synthesize it. The reactants are: [OH:1][C:2]1[CH:3]=[C:4]([CH:8]=[CH:9][C:10]=1[CH3:11])[C:5]([OH:7])=[O:6].C(=O)([O-])[O-].[K+].[K+].[CH2:18](Br)[C:19]1[CH:24]=[CH:23][CH:22]=[CH:21][CH:20]=1.O. (4) The reactants are: [ClH:1].[C:2]([O:10][C@H:11]1[CH2:15][CH2:14][N:13](CC2C=CC=CC=2)[CH2:12]1)(=[O:9])[C:3]1[CH:8]=[CH:7][CH:6]=[CH:5][CH:4]=1. Given the product [ClH:1].[C:2]([O:10][C@H:11]1[CH2:15][CH2:14][NH:13][CH2:12]1)(=[O:9])[C:3]1[CH:4]=[CH:5][CH:6]=[CH:7][CH:8]=1, predict the reactants needed to synthesize it.